From a dataset of Reaction yield outcomes from USPTO patents with 853,638 reactions. Predict the reaction yield, written as a fraction of the theoretical maximum amount of product (1.0 means a 100% yield; for example, 0.34 means a 34% yield). (1) The yield is 0.510. No catalyst specified. The reactants are Br[CH2:2][C:3]1[C:13]([Cl:14])=[N:12][CH:11]=[CH:10][C:4]=1[C:5]([O:7]CC)=O.Cl.[CH3:16][C:17]1[CH:18]=[C:19]([CH2:29][NH2:30])[N:20]=[N:21][C:22]=1[O:23][CH2:24][C:25]([F:28])([F:27])[F:26]. The product is [Cl:14][C:13]1[C:3]2[CH2:2][N:30]([CH2:29][C:19]3[N:20]=[N:21][C:22]([O:23][CH2:24][C:25]([F:28])([F:27])[F:26])=[C:17]([CH3:16])[CH:18]=3)[C:5](=[O:7])[C:4]=2[CH:10]=[CH:11][N:12]=1. (2) The reactants are [Cl:1][C:2]1[C:30]([F:31])=[CH:29][CH:28]=[CH:27][C:3]=1[CH2:4][NH:5][C:6](=[O:26])[N:7]([C@@H:9]([CH2:12][CH2:13][CH2:14][N:15]1[C:23](=[O:24])[C:22]2[C:17](=[CH:18][CH:19]=[CH:20][CH:21]=2)[C:16]1=[O:25])[CH2:10][OH:11])[CH3:8].[F:32][C:33]([F:44])([F:43])[C:34]1[CH:35]=[CH:36][C:37](C(O)=O)=[N:38][CH:39]=1.C[C:46]([N:48](C)C)=[O:47].C1C=CC(P(N=[N+]=[N-])(C2C=CC=CC=2)=O)=CC=1. The catalyst is C1(C)C=CC=CC=1. The product is [F:44][C:33]([F:32])([F:43])[C:34]1[CH:35]=[CH:36][C:37]([NH:48][C:46](=[O:47])[O:11][CH2:10][C@@H:9]([N:7]([CH3:8])[C:6]([NH:5][CH2:4][C:3]2[CH:27]=[CH:28][CH:29]=[C:30]([F:31])[C:2]=2[Cl:1])=[O:26])[CH2:12][CH2:13][CH2:14][N:15]2[C:23](=[O:24])[C:22]3[C:17](=[CH:18][CH:19]=[CH:20][CH:21]=3)[C:16]2=[O:25])=[N:38][CH:39]=1. The yield is 0.800. (3) The reactants are [NH2:1][C@H:2]1[CH2:7][CH2:6][C@H:5]([C:8]([N:10]2[CH2:15][CH2:14][N:13]([CH:16]([CH3:18])[CH3:17])[CH2:12][CH2:11]2)=[O:9])[CH2:4][CH2:3]1.[Cl:19][C:20]1[CH:25]=[CH:24][C:23](I)=[CH:22][N:21]=1.[O-]P([O-])([O-])=O.[K+].[K+].[K+].C(O)CO.C([O-])(O)=O.[Na+]. The catalyst is [Cu]I.CC(O)C. The product is [Cl:19][C:20]1[N:21]=[CH:22][C:23]([NH:1][C@H:2]2[CH2:7][CH2:6][C@H:5]([C:8]([N:10]3[CH2:11][CH2:12][N:13]([CH:16]([CH3:18])[CH3:17])[CH2:14][CH2:15]3)=[O:9])[CH2:4][CH2:3]2)=[CH:24][CH:25]=1. The yield is 0.190. (4) The reactants are [I:1][C:2]1[C:10]2[C:5](=[N:6][CH:7]=[N:8][C:9]=2[NH2:11])[NH:4][N:3]=1.C([O-])([O-])=O.[K+].[K+].F[C:19]1[CH:24]=[CH:23][C:22]([N+:25]([O-:27])=[O:26])=[CH:21][CH:20]=1.O. The catalyst is CN(C=O)C. The product is [I:1][C:2]1[C:10]2[C:5](=[N:6][CH:7]=[N:8][C:9]=2[NH2:11])[N:4]([C:19]2[CH:24]=[CH:23][C:22]([N+:25]([O-:27])=[O:26])=[CH:21][CH:20]=2)[N:3]=1. The yield is 0.890. (5) The reactants are Br[CH2:2][CH2:3][CH2:4][CH2:5][CH2:6][CH2:7][C:8]([CH3:15])([CH3:14])[C:9]([O:11][CH2:12][CH3:13])=[O:10].[C:16]1([CH3:28])[CH:21]=[CH:20][C:19]([S:22]([CH2:25][N+:26]#[C-:27])(=[O:24])=[O:23])=[CH:18][CH:17]=1.[H-].[Na+]. The catalyst is [I-].C([N+](CCCC)(CCCC)CCCC)CCC.CS(C)=O. The product is [CH2:12]([O:11][C:9](=[O:10])[C:8]([CH3:15])([CH3:14])[CH2:7][CH2:6][CH2:5][CH2:4][CH2:3][CH2:2][C:25]([N+:26]#[C-:27])([S:22]([C:19]1[CH:18]=[CH:17][C:16]([CH3:28])=[CH:21][CH:20]=1)(=[O:23])=[O:24])[CH2:2][CH2:3][CH2:4][CH2:5][CH2:6][CH2:7][C:8]([CH3:14])([CH3:15])[C:9]([O:11][CH2:12][CH3:13])=[O:10])[CH3:13]. The yield is 1.00.